This data is from NCI-60 drug combinations with 297,098 pairs across 59 cell lines. The task is: Regression. Given two drug SMILES strings and cell line genomic features, predict the synergy score measuring deviation from expected non-interaction effect. (1) Drug 1: CC1=C2C(C(=O)C3(C(CC4C(C3C(C(C2(C)C)(CC1OC(=O)C(C(C5=CC=CC=C5)NC(=O)OC(C)(C)C)O)O)OC(=O)C6=CC=CC=C6)(CO4)OC(=O)C)OC)C)OC. Drug 2: CS(=O)(=O)C1=CC(=C(C=C1)C(=O)NC2=CC(=C(C=C2)Cl)C3=CC=CC=N3)Cl. Cell line: SNB-75. Synergy scores: CSS=34.1, Synergy_ZIP=2.30, Synergy_Bliss=1.87, Synergy_Loewe=-37.3, Synergy_HSA=0.285. (2) Drug 1: CC1=C2C(C(=O)C3(C(CC4C(C3C(C(C2(C)C)(CC1OC(=O)C(C(C5=CC=CC=C5)NC(=O)OC(C)(C)C)O)O)OC(=O)C6=CC=CC=C6)(CO4)OC(=O)C)O)C)O. Drug 2: CCC1(C2=C(COC1=O)C(=O)N3CC4=CC5=C(C=CC(=C5CN(C)C)O)N=C4C3=C2)O.Cl. Cell line: SR. Synergy scores: CSS=69.4, Synergy_ZIP=-2.19, Synergy_Bliss=-3.46, Synergy_Loewe=-1.68, Synergy_HSA=-1.12.